From a dataset of Retrosynthesis with 50K atom-mapped reactions and 10 reaction types from USPTO. Predict the reactants needed to synthesize the given product. (1) Given the product CCCn1c(CC)c2c3c(cccc31)[C@H]1C[C@H](NC(=O)N(CC)CC)CN(C)[C@@H]1C2, predict the reactants needed to synthesize it. The reactants are: C=Cc1c2c3c(cccc3n1CCC)[C@H]1C[C@H](NC(=O)N(CC)CC)CN(C)[C@@H]1C2. (2) Given the product CCOC(=O)c1cc(-c2ccc(C)cn2)n(-c2cccnc2)n1, predict the reactants needed to synthesize it. The reactants are: CCOC(=O)C(=O)CC(=O)c1ccc(C)cn1.NNc1cccnc1. (3) Given the product CC1c2ccnn2CCN1C(=O)c1cc2ncc(Cl)cn2n1, predict the reactants needed to synthesize it. The reactants are: CC1NCCn2nccc21.O=C(O)c1cc2ncc(Cl)cn2n1. (4) Given the product CC1(C)CC(C)(C)c2cc(C#Cc3ccc(C(=O)O)cc3)cc(C3CC3)c2O1, predict the reactants needed to synthesize it. The reactants are: CCOC(=O)c1ccc(C#Cc2cc(C3CC3)c3c(c2)C(C)(C)CC(C)(C)O3)cc1. (5) The reactants are: CS(=O)(=O)c1ccc(C(=O)O)c(Cl)c1.O=C(O)c1cc(F)ccc1S. Given the product CS(=O)(=O)c1ccc(C(=O)O)c(Sc2ccc(F)cc2C(=O)O)c1, predict the reactants needed to synthesize it. (6) Given the product NC(c1cccc(C(F)(F)F)c1)c1ncco1, predict the reactants needed to synthesize it. The reactants are: CC(C)(C)OC(=O)NC(c1cccc(C(F)(F)F)c1)c1ncco1. (7) Given the product COCCOCc1cc(Br)ccc1F, predict the reactants needed to synthesize it. The reactants are: COCCO.Fc1ccc(Br)cc1CBr.